This data is from Full USPTO retrosynthesis dataset with 1.9M reactions from patents (1976-2016). The task is: Predict the reactants needed to synthesize the given product. (1) The reactants are: [CH3:1][C:2]1[CH:11]=[CH:10][C:5]2[NH:6][C:7](=O)[NH:8][C:4]=2[CH:3]=1.P(Cl)(Cl)([Cl:14])=O. Given the product [Cl:14][C:7]1[NH:6][C:5]2[CH:10]=[CH:11][C:2]([CH3:1])=[CH:3][C:4]=2[N:8]=1, predict the reactants needed to synthesize it. (2) Given the product [CH3:19][O:18][C:11]1[CH:12]=[C:13]([O:16][CH3:17])[CH:14]=[CH:15][C:10]=1[C:5]1[C:4]([CH2:20][CH3:21])=[N:3][C:2]([C:24]2[CH:25]=[C:26]([CH3:29])[CH:27]=[CH:28][C:23]=2[CH3:22])=[C:7]([CH2:8][CH3:9])[N:6]=1, predict the reactants needed to synthesize it. The reactants are: Cl[C:2]1[C:7]([CH2:8][CH3:9])=[N:6][C:5]([C:10]2[CH:15]=[CH:14][C:13]([O:16][CH3:17])=[CH:12][C:11]=2[O:18][CH3:19])=[C:4]([CH2:20][CH3:21])[N:3]=1.[CH3:22][C:23]1[CH:28]=[CH:27][C:26]([CH3:29])=[CH:25][C:24]=1B(O)O.C(=O)([O-])[O-].[K+].[K+]. (3) Given the product [F:24][C:18]1[C:19]([F:23])=[CH:20][CH:21]=[CH:22][C:17]=1[CH2:16][O:15][C:14]1[N:9]2[N:8]=[C:7]([CH3:26])[C:6]([C:4]([OH:5])=[O:3])=[C:10]2[CH:11]=[C:12]([CH3:25])[CH:13]=1, predict the reactants needed to synthesize it. The reactants are: C([O:3][C:4]([C:6]1[C:7]([CH3:26])=[N:8][N:9]2[C:14]([O:15][CH2:16][C:17]3[CH:22]=[CH:21][CH:20]=[C:19]([F:23])[C:18]=3[F:24])=[CH:13][C:12]([CH3:25])=[CH:11][C:10]=12)=[O:5])C.[OH-].[Na+].CS(C)=O. (4) Given the product [N:1]1[CH:2]=[CH:3][C:4](/[CH:7]=[C:11](\[CH2:12][CH2:13][CH2:14][CH2:15][CH3:16])/[C:10](=[O:17])[CH3:9])=[CH:5][CH:6]=1, predict the reactants needed to synthesize it. The reactants are: [N:1]1[CH:6]=[CH:5][C:4]([CH:7]=O)=[CH:3][CH:2]=1.[CH3:9][C:10](=[O:17])[CH2:11][CH2:12][CH2:13][CH2:14][CH2:15][CH3:16]. (5) The reactants are: [CH3:1][C:2]1[CH:7]=[C:6]([C:8](O)=[O:9])[CH:5]=[CH:4][C:3]=1[C:11]1[CH:16]=[CH:15][CH:14]=[CH:13][C:12]=1[C:17]([F:20])([F:19])[F:18].C1C=CN2CC3C=CC=CC=3NCC=12.C(N(CC)C(C)C)(C)C. Given the product [CH3:1][C:2]1[CH:7]=[C:6]([CH:8]=[O:9])[CH:5]=[CH:4][C:3]=1[C:11]1[CH:16]=[CH:15][CH:14]=[CH:13][C:12]=1[C:17]([F:18])([F:19])[F:20], predict the reactants needed to synthesize it. (6) Given the product [ClH:4].[NH2:5][C:9]1([C:1]#[N:2])[CH2:10][CH2:11][S:6][CH2:7][CH2:8]1, predict the reactants needed to synthesize it. The reactants are: [C-:1]#[N:2].[K+].[Cl-:4].[NH4+:5].[S:6]1[CH2:11][CH2:10][C:9](=O)[CH2:8][CH2:7]1.[OH-].[Na+]. (7) Given the product [O:1]=[C:2]1[N:10]=[CH:9][NH:8][C:7]2[N:6]([C@@H:11]3[O:15][C@@H:14]([O:16][C:17](=[O:46])[N:18]([CH3:45])[CH2:19][CH2:20][NH:21][C:22](=[O:44])[CH2:23][CH2:24][CH2:25]/[CH:26]=[CH:27]\[CH2:28]/[CH:29]=[CH:30]\[CH2:31]/[CH:32]=[CH:33]\[CH2:34]/[CH:35]=[CH:36]\[CH2:37]/[CH:38]=[CH:39]\[CH2:40][CH3:41])[CH2:13][CH2:12]3)[CH:5]=[N:4][C:3]1=2, predict the reactants needed to synthesize it. The reactants are: [O:1]=[C:2]1[N:10]=[CH:9][NH:8][C:7]2[N:6]([C@@H:11]3[O:15][C@@H:14]([O:16][C:17](=[O:46])[N:18]([CH3:45])[CH2:19][CH2:20][NH:21][C:22](=[O:44])[CH2:23][CH2:24]/[CH:25]=[CH:26]\[CH2:27]/[CH:28]=[CH:29]\[CH2:30]/[CH:31]=[CH:32]\[CH2:33]/[CH:34]=[CH:35]\[CH2:36]/[CH:37]=[CH:38]\[CH2:39]/[CH:40]=[CH:41]\CC)[CH2:13][CH2:12]3)[CH:5]=[N:4][C:3]1=2.NCCNC(=O)CCC/C=C\C/C=C\C/C=C\C/C=C\C/C=C\CC. (8) Given the product [C:28]([C:30]1[CH:31]=[C:32]([S:37]([N:6]([CH2:5][C:4]2[CH:12]=[CH:13][C:14]([O:16][CH3:17])=[CH:15][C:3]=2[O:2][CH3:1])[C:7]2[S:8][CH:9]=[N:10][N:11]=2)(=[O:39])=[O:38])[CH:33]=[CH:34][C:35]=1[F:36])#[N:29], predict the reactants needed to synthesize it. The reactants are: [CH3:1][O:2][C:3]1[CH:15]=[C:14]([O:16][CH3:17])[CH:13]=[CH:12][C:4]=1[CH2:5][NH:6][C:7]1[S:8][CH:9]=[N:10][N:11]=1.C[Si]([N-][Si](C)(C)C)(C)C.[Li+].[C:28]([C:30]1[CH:31]=[C:32]([S:37](Cl)(=[O:39])=[O:38])[CH:33]=[CH:34][C:35]=1[F:36])#[N:29].